The task is: Predict the reactants needed to synthesize the given product.. This data is from Full USPTO retrosynthesis dataset with 1.9M reactions from patents (1976-2016). Given the product [C:16]([C:13]1[CH:14]=[CH:15][C:10]([N:7]2[CH:8]=[N:9][C:5]([C:3]([OH:4])=[O:2])=[N:6]2)=[C:11]([F:18])[CH:12]=1)#[N:17], predict the reactants needed to synthesize it. The reactants are: C[O:2][C:3]([C:5]1[N:9]=[CH:8][N:7]([C:10]2[CH:15]=[CH:14][C:13]([C:16]#[N:17])=[CH:12][C:11]=2[F:18])[N:6]=1)=[O:4].[OH-].[Na+].